This data is from Peptide-MHC class I binding affinity with 185,985 pairs from IEDB/IMGT. The task is: Regression. Given a peptide amino acid sequence and an MHC pseudo amino acid sequence, predict their binding affinity value. This is MHC class I binding data. (1) The peptide sequence is GDEALRGFL. The MHC is HLA-B40:01 with pseudo-sequence HLA-B40:01. The binding affinity (normalized) is 0.182. (2) The peptide sequence is FEADPLSPQ. The MHC is HLA-B18:01 with pseudo-sequence HLA-B18:01. The binding affinity (normalized) is 0.550. (3) The peptide sequence is VPGSETMCY. The MHC is HLA-A24:02 with pseudo-sequence HLA-A24:02. The binding affinity (normalized) is 0. (4) The peptide sequence is KVFFVNWFR. The MHC is HLA-B48:01 with pseudo-sequence HLA-B48:01. The binding affinity (normalized) is 0.0847. (5) The peptide sequence is AEGTGITHL. The MHC is HLA-A31:01 with pseudo-sequence HLA-A31:01. The binding affinity (normalized) is 0.0847. (6) The peptide sequence is HMMAVTLFY. The MHC is SLA-20401 with pseudo-sequence SLA-20401. The binding affinity (normalized) is 0.0847. (7) The peptide sequence is LPPVVAKEI. The MHC is HLA-A29:02 with pseudo-sequence HLA-A29:02. The binding affinity (normalized) is 0. (8) The peptide sequence is LVKMINHLK. The MHC is H-2-Kb with pseudo-sequence H-2-Kb. The binding affinity (normalized) is 0.